Task: Regression. Given two drug SMILES strings and cell line genomic features, predict the synergy score measuring deviation from expected non-interaction effect.. Dataset: NCI-60 drug combinations with 297,098 pairs across 59 cell lines Drug 1: CC1C(C(CC(O1)OC2CC(CC3=C2C(=C4C(=C3O)C(=O)C5=C(C4=O)C(=CC=C5)OC)O)(C(=O)CO)O)N)O. Drug 2: CCN(CC)CCNC(=O)C1=C(NC(=C1C)C=C2C3=C(C=CC(=C3)F)NC2=O)C. Cell line: SW-620. Synergy scores: CSS=80.6, Synergy_ZIP=-1.56, Synergy_Bliss=-1.99, Synergy_Loewe=1.85, Synergy_HSA=7.06.